From a dataset of Reaction yield outcomes from USPTO patents with 853,638 reactions. Predict the reaction yield, written as a fraction of the theoretical maximum amount of product (1.0 means a 100% yield; for example, 0.34 means a 34% yield). (1) The reactants are [CH2:1]([O:8][CH2:9][CH2:10][O:11][C:12]1[CH:17]=[CH:16][C:15]([NH:18][C:19](=[O:29])[CH2:20][C:21]2[CH:26]=[CH:25][C:24](Br)=[CH:23][C:22]=2[F:28])=[CH:14][C:13]=1[C:30]([F:33])([F:32])[F:31])[C:2]1[CH:7]=[CH:6][CH:5]=[CH:4][CH:3]=1.[CH3:34][C:35]1([CH3:51])[C:39]([CH3:41])([CH3:40])[O:38][B:37]([B:37]2[O:38][C:39]([CH3:41])([CH3:40])[C:35]([CH3:51])([CH3:34])[O:36]2)[O:36]1.CC([O-])=O.[K+]. The catalyst is O1CCOCC1.C1C=CC(P(C2C=CC=CC=2)[C-]2C=CC=C2)=CC=1.C1C=CC(P(C2C=CC=CC=2)[C-]2C=CC=C2)=CC=1.Cl[Pd]Cl.[Fe+2]. The product is [CH2:1]([O:8][CH2:9][CH2:10][O:11][C:12]1[CH:17]=[CH:16][C:15]([NH:18][C:19](=[O:29])[CH2:20][C:21]2[CH:26]=[CH:25][C:24]([B:37]3[O:38][C:39]([CH3:41])([CH3:40])[C:35]([CH3:51])([CH3:34])[O:36]3)=[CH:23][C:22]=2[F:28])=[CH:14][C:13]=1[C:30]([F:33])([F:32])[F:31])[C:2]1[CH:7]=[CH:6][CH:5]=[CH:4][CH:3]=1. The yield is 0.551. (2) The reactants are [C:9](O[C:9]([O:11][C:12]([CH3:15])([CH3:14])[CH3:13])=[O:10])([O:11][C:12]([CH3:15])([CH3:14])[CH3:13])=[O:10].[NH:16]1[CH2:20][CH:19]=[CH:18][CH2:17]1.C1C=C(Cl)C=C(C(OO)=[O:29])C=1.[O-]S([O-])=O.[Na+].[Na+]. The catalyst is CO. The product is [C:12]([O:11][C:9]([N:16]1[CH2:20][CH:19]2[CH:18]([O:29]2)[CH2:17]1)=[O:10])([CH3:13])([CH3:14])[CH3:15]. The yield is 0.710. (3) The catalyst is O.C(OCC)(=O)C. The reactants are [Br:1][C:2]1C=CC(C#N)=[N:6][CH:7]=1.[CH3:10][Mg]Br.Cl.P([O-])([O-])([O-])=O.[K+].[K+].[K+].[CH2:22]1[CH2:26][O:25][CH2:24][CH2:23]1. The yield is 0.650. The product is [Br:1][C:2]1[CH:24]=[CH:23][C:22]([C:26](=[O:25])[CH3:10])=[N:6][CH:7]=1.